This data is from Reaction yield outcomes from USPTO patents with 853,638 reactions. The task is: Predict the reaction yield, written as a fraction of the theoretical maximum amount of product (1.0 means a 100% yield; for example, 0.34 means a 34% yield). (1) The reactants are [S:1]1[C:5]2[CH:6]=[CH:7][CH:8]=[CH:9][C:4]=2[C:3]([N:10]2[CH2:15][CH2:14][N:13]([CH2:16][CH:17]([C:19]3[CH:20]=[C:21]4[C:25](=[CH:26][CH:27]=3)[C:24]([CH3:29])([CH3:28])[C:23](=[O:30])[C:22]4([CH3:32])[CH3:31])O)[CH2:12][CH2:11]2)=[N:2]1.CCN(S(F)(F)[F:39])CC. The catalyst is C(Cl)Cl. The product is [S:1]1[C:5]2[CH:6]=[CH:7][CH:8]=[CH:9][C:4]=2[C:3]([N:10]2[CH2:15][CH2:14][N:13]([CH2:16][CH:17]([C:19]3[CH:20]=[C:21]4[C:25](=[CH:26][CH:27]=3)[C:24]([CH3:29])([CH3:28])[C:23](=[O:30])[C:22]4([CH3:32])[CH3:31])[F:39])[CH2:12][CH2:11]2)=[N:2]1. The yield is 0.670. (2) The product is [OH:29][C:30]1[C:31]([C:6]([NH:7][C@@H:8]2[C@@H:16]([OH:15])[C@H:26]([OH:48])[C@@H:11]([CH2:12][OH:25])[O:10][C@@H:9]2[OH:27])=[O:28])=[N:32][CH:33]=[CH:34][C:35]=1[O:36][CH3:37]. The reactants are C(O[C:6](=[O:28])[NH:7][C@H:8]1[CH2:16][O:15]C(=O)[C@H](CC2C=CC=CC=2)[C@@H:12]([OH:25])[C@H:11]([CH3:26])[O:10][C:9]1=[O:27])(C)(C)C.[OH:29][C:30]1[C:31](C(O)=O)=[N:32][CH:33]=[CH:34][C:35]=1[O:36][CH3:37].N1C=CC=CC=1C(N)=[O:48].O.[OH-].[Li+]. The catalyst is CO. The yield is 0.880. (3) The reactants are [CH3:1][O:2][C:3]1[CH:4]=[CH:5][CH:6]=[C:7]2[C:11]=1[CH:10]([N:12]1[C:17]3[N:18]=[C:19](S(C)=O)[N:20]=[CH:21][C:16]=3[CH:15]=[CH:14][C:13]1=[O:25])[CH2:9][CH2:8]2.[CH3:26][N:27]1[CH2:32][CH2:31][N:30]([C:33]2[CH:39]=[CH:38][C:36]([NH2:37])=[CH:35][CH:34]=2)[CH2:29][CH2:28]1. The catalyst is ClCCl. The product is [CH3:1][O:2][C:3]1[CH:4]=[CH:5][CH:6]=[C:7]2[C:11]=1[CH:10]([N:12]1[C:17]3[N:18]=[C:19]([NH:37][C:36]4[CH:35]=[CH:34][C:33]([N:30]5[CH2:29][CH2:28][N:27]([CH3:26])[CH2:32][CH2:31]5)=[CH:39][CH:38]=4)[N:20]=[CH:21][C:16]=3[CH:15]=[CH:14][C:13]1=[O:25])[CH2:9][CH2:8]2. The yield is 0.0860. (4) The product is [C:12]1([NH:11][C:9](=[O:10])[NH:8][C:3]2[CH:4]=[CH:5][CH:6]=[CH:7][C:2]=2[NH:1][S:35]([C:32]2[CH:31]=[CH:30][C:29]([NH:28][C:25](=[O:27])[CH3:26])=[CH:34][CH:33]=2)(=[O:37])=[O:36])[CH:17]=[CH:16][CH:15]=[CH:14][CH:13]=1. The reactants are [NH2:1][C:2]1[CH:7]=[CH:6][CH:5]=[CH:4][C:3]=1[NH:8][C:9]([NH:11][C:12]1[CH:17]=[CH:16][CH:15]=[CH:14][CH:13]=1)=[O:10].C(N(CC)CC)C.[C:25]([NH:28][C:29]1[CH:34]=[CH:33][C:32]([S:35](Cl)(=[O:37])=[O:36])=[CH:31][CH:30]=1)(=[O:27])[CH3:26]. The catalyst is C(OCC)(=O)C. The yield is 0.790. (5) The reactants are [CH3:1][C@H:2]1[CH2:7][NH:6][C:5](=S)[CH2:4][N:3]1[C:9]([O:11][C:12]([CH3:15])([CH3:14])[CH3:13])=[O:10].[N:16]1[CH:21]=[CH:20][N:19]=[CH:18][C:17]=1[C:22]([NH:24][NH2:25])=O. The catalyst is C(O)CCC. The product is [CH3:1][C@H:2]1[CH2:7][N:6]2[C:22]([C:17]3[CH:18]=[N:19][CH:20]=[CH:21][N:16]=3)=[N:24][N:25]=[C:5]2[CH2:4][N:3]1[C:9]([O:11][C:12]([CH3:15])([CH3:14])[CH3:13])=[O:10]. The yield is 0.430. (6) The catalyst is CCOC(C)=O. The reactants are S(=O)(=O)(O)O.[CH3:6][C:7]1[C:8]([C:13]([OH:15])=[O:14])=[N:9][CH:10]=[CH:11][CH:12]=1.C(=O)(O)[O-].[Na+].[CH2:21](O)[CH3:22]. The product is [CH3:6][C:7]1[C:8]([C:13]([O:15][CH2:21][CH3:22])=[O:14])=[N:9][CH:10]=[CH:11][CH:12]=1. The yield is 0.780. (7) The reactants are C(O[C:6]([N:8]1[CH:12]([CH:13]=[CH2:14])[CH2:11][CH2:10][CH:9]1[C:15]([O:17][CH2:18][C:19]1[CH:24]=[CH:23][CH:22]=[CH:21][CH:20]=1)=[O:16])=[O:7])(C)(C)C.O[N:26]1[C:30]2[CH:31]=[CH:32][CH:33]=CC=2N=N1.Cl.CN(C)CCCN=C=NCC.[C:47](N(CC=C)CC(O)=O)([O:49][C:50]([CH3:53])([CH3:52])[CH3:51])=[O:48].C(N(C(C)C)CC)(C)C. The catalyst is CN(C)C=O.C(OCC)(=O)C. The product is [CH2:18]([O:17][C:15]([CH:9]1[CH2:10][CH2:11][CH:12]([CH:13]=[CH2:14])[N:8]1[C:6](=[O:7])[CH:30]([NH:26][C:47]([O:49][C:50]([CH3:53])([CH3:52])[CH3:51])=[O:48])[CH2:31][CH:32]=[CH2:33])=[O:16])[C:19]1[CH:20]=[CH:21][CH:22]=[CH:23][CH:24]=1. The yield is 0.520. (8) The reactants are [OH:1][C@@:2]1([C:9]#[C:10][C:11]2[CH:12]=[C:13]([N:17]3[C:25]4[C:20](=[CH:21][CH:22]=[CH:23][CH:24]=4)[C:19]([C:26]([O:28]C)=O)=[N:18]3)[CH:14]=[CH:15][CH:16]=2)[CH2:6][CH2:5][N:4]([CH3:7])[C:3]1=[O:8].[NH3:30]. The catalyst is CO. The product is [OH:1][C@@:2]1([C:9]#[C:10][C:11]2[CH:12]=[C:13]([N:17]3[C:25]4[C:20](=[CH:21][CH:22]=[CH:23][CH:24]=4)[C:19]([C:26]([NH2:30])=[O:28])=[N:18]3)[CH:14]=[CH:15][CH:16]=2)[CH2:6][CH2:5][N:4]([CH3:7])[C:3]1=[O:8]. The yield is 0.400.